This data is from Catalyst prediction with 721,799 reactions and 888 catalyst types from USPTO. The task is: Predict which catalyst facilitates the given reaction. Reactant: Cl.[NH2:2][CH2:3][C:4]1[CH:13]=[CH:12][C:7]([C:8]([O:10]C)=[O:9])=[CH:6][CH:5]=1.C(N(CC)CC)C.[CH3:21][N:22]([CH3:26])[C:23](Cl)=[O:24].[OH-].[Na+]. Product: [CH3:21][N:22]([CH3:26])[C:23]([NH:2][CH2:3][C:4]1[CH:13]=[CH:12][C:7]([C:8]([OH:10])=[O:9])=[CH:6][CH:5]=1)=[O:24]. The catalyst class is: 34.